The task is: Predict the reaction yield, written as a fraction of the theoretical maximum amount of product (1.0 means a 100% yield; for example, 0.34 means a 34% yield).. This data is from Reaction yield outcomes from USPTO patents with 853,638 reactions. (1) The reactants are [CH3:1][N:2]1[CH2:7][CH2:6][CH2:5][CH2:4][CH:3]1[CH2:8][OH:9].[Cl:10][C:11]1[CH:12]=[C:13]([CH:26]=[CH:27][C:28]=1[O:29][CH2:30][C:31]1[CH:36]=[CH:35][CH:34]=[C:33]([F:37])[CH:32]=1)[NH:14][C:15]1[C:24]2[C:19](=[CH:20][CH:21]=[CH:22][C:23]=2F)[N:18]=[CH:17][N:16]=1. The yield is 0.170. The product is [Cl:10][C:11]1[CH:12]=[C:13]([CH:26]=[CH:27][C:28]=1[O:29][CH2:30][C:31]1[CH:36]=[CH:35][CH:34]=[C:33]([F:37])[CH:32]=1)[NH:14][C:15]1[C:24]2[C:19](=[CH:20][CH:21]=[CH:22][C:23]=2[O:9][CH2:8][CH:3]2[CH2:4][CH2:5][CH2:6][CH2:7][N:2]2[CH3:1])[N:18]=[CH:17][N:16]=1. No catalyst specified. (2) The reactants are [Br:1][C:2]1[CH:7]=[CH:6][C:5]([CH:8]2[CH2:13][CH2:12][NH:11][CH2:10][CH2:9]2)=[CH:4][CH:3]=1.[C:14](O[C:14]([O:16][C:17]([CH3:20])([CH3:19])[CH3:18])=[O:15])([O:16][C:17]([CH3:20])([CH3:19])[CH3:18])=[O:15]. The catalyst is C(Cl)Cl. The product is [C:17]([O:16][C:14]([N:11]1[CH2:10][CH2:9][CH:8]([C:5]2[CH:6]=[CH:7][C:2]([Br:1])=[CH:3][CH:4]=2)[CH2:13][CH2:12]1)=[O:15])([CH3:20])([CH3:19])[CH3:18]. The yield is 0.760. (3) The reactants are [CH:1]([C:3]1[CH:13]=[C:12]([O:14][CH3:15])[C:6]([O:7][CH2:8][C:9]([NH2:11])=[O:10])=[C:5]([O:16][CH3:17])[CH:4]=1)=O.C([O-])([O-])=O.[Na+].[Na+].[ClH:24].CO.C(O[CH:30](OCC)[CH2:31][NH:32][CH2:33][C:34]1[CH:39]=[CH:38][CH:37]=[C:36]([O:40][CH2:41][CH3:42])[C:35]=1[OH:43])C. The catalyst is C(O)(=O)C.OS(O)(=O)=O. The product is [ClH:24].[CH2:41]([O:40][C:36]1[C:35]([OH:43])=[C:34]2[C:39]([C:30]([CH2:1][C:3]3[CH:13]=[C:12]([O:14][CH3:15])[C:6]([O:7][CH2:8][C:9]([NH2:11])=[O:10])=[C:5]([O:16][CH3:17])[CH:4]=3)=[CH:31][N:32]=[CH:33]2)=[CH:38][CH:37]=1)[CH3:42]. The yield is 0.140. (4) The reactants are [CH2:1]=[CH:2][CH2:3][CH:4]([OH:6])C.[C:7](N1C=CN=C1)(N1C=CN=C1)=[O:8].Cl.[CH3:20][O:21][C:22](=[O:29])[C@H:23]([CH2:25][CH2:26][CH2:27][CH3:28])[NH2:24].[CH3:30]N(C=O)C. The catalyst is C(OCC)C. The product is [CH2:4]([O:6][C:7]([NH:24][C@H:23]([C:22]([O:21][CH3:20])=[O:29])[CH2:25][CH2:26][CH2:27][CH3:28])=[O:8])[CH2:3][CH2:2][CH:1]=[CH2:30]. The yield is 0.740.